This data is from Full USPTO retrosynthesis dataset with 1.9M reactions from patents (1976-2016). The task is: Predict the reactants needed to synthesize the given product. (1) Given the product [CH3:16][N:17]([CH2:19][C:20]1[CH:21]=[CH:22][CH:15]=[CH:11][C:12]=1[CH:13]=[O:14])[CH3:18], predict the reactants needed to synthesize it. The reactants are: [H-].C([Al+]CC(C)C)C(C)C.[CH2:11]1[CH2:15][O:14][CH2:13][CH2:12]1.[CH3:16][N:17]([CH2:19][C:20]1C=CC=C[C:21]=1[C:22]#N)[CH3:18]. (2) Given the product [C:1]([O:5][CH2:6][C:7]1[CH:12]=[CH:11][CH:10]=[CH:9][CH:8]=1)(=[O:4])[C:2]#[CH:3], predict the reactants needed to synthesize it. The reactants are: [C:1]([OH:5])(=[O:4])[C:2]#[CH:3].[CH2:6](Br)[C:7]1[CH:12]=[CH:11][CH:10]=[CH:9][CH:8]=1.C([O-])([O-])=O.[Cs+].[Cs+]. (3) Given the product [CH2:1]([O:8][C:9]1[CH:10]=[C:11]([CH:27]=[CH:28][C:29]=1[O:30][CH3:31])[CH2:12][CH:13]1[C:22]2[C:17](=[CH:18][C:19]([O:25][CH3:26])=[C:20]([O:23][CH3:24])[CH:21]=2)[CH2:16][CH2:15][N:14]1[CH2:33][C:34]([NH:44][CH2:37][C:38]1[CH:43]=[CH:42][CH:41]=[CH:40][CH:39]=1)=[O:35])[C:2]1[CH:3]=[CH:4][CH:5]=[CH:6][CH:7]=1, predict the reactants needed to synthesize it. The reactants are: [CH2:1]([O:8][C:9]1[CH:10]=[C:11]([CH:27]=[CH:28][C:29]=1[O:30][CH3:31])[CH2:12][CH:13]1[C:22]2[C:17](=[CH:18][C:19]([O:25][CH3:26])=[C:20]([O:23][CH3:24])[CH:21]=2)[CH2:16][CH2:15][NH:14]1)[C:2]1[CH:7]=[CH:6][CH:5]=[CH:4][CH:3]=1.Br[CH2:33][C:34](Br)=[O:35].[CH2:37]([NH2:44])[C:38]1[CH:43]=[CH:42][CH:41]=[CH:40][CH:39]=1. (4) Given the product [N+:11]([C:9]1[CH:8]=[CH:7][C:4]2[CH2:5][NH:6][C:19](=[O:20])[NH:1][CH2:2][C:3]=2[CH:10]=1)([O-:13])=[O:12], predict the reactants needed to synthesize it. The reactants are: [NH2:1][CH2:2][C:3]1[CH:10]=[C:9]([N+:11]([O-:13])=[O:12])[CH:8]=[CH:7][C:4]=1[CH2:5][NH2:6].C1N=CN([C:19](N2C=NC=C2)=[O:20])C=1.O.